Dataset: Forward reaction prediction with 1.9M reactions from USPTO patents (1976-2016). Task: Predict the product of the given reaction. Given the reactants [C:1]([CH2:3][N:4]1[CH2:9][CH2:8][N:7]([C:10]([O:12][C:13]([CH3:16])([CH3:15])[CH3:14])=[O:11])[C@H:6]([CH3:17])[CH2:5]1)#[N:2].Cl.[NH2:19][OH:20].CN(C)C(=N)N(C)C.CCOC(C)=O, predict the reaction product. The product is: [OH:20][NH:19][C:1](=[NH:2])[CH2:3][N:4]1[CH2:9][CH2:8][N:7]([C:10]([O:12][C:13]([CH3:15])([CH3:14])[CH3:16])=[O:11])[C@H:6]([CH3:17])[CH2:5]1.